Dataset: Full USPTO retrosynthesis dataset with 1.9M reactions from patents (1976-2016). Task: Predict the reactants needed to synthesize the given product. Given the product [CH3:17][C:10]1[CH:2]=[CH:3][CH:4]=[C:5]([N:11]2[N:15]=[CH:14][CH:13]=[N:12]2)[C:6]=1[C:7]([OH:9])=[O:8], predict the reactants needed to synthesize it. The reactants are: F[C:2]1[CH:3]=[CH:4][C:5]([N:11]2[N:15]=[CH:14][CH:13]=[N:12]2)=[C:6]([CH:10]=1)[C:7]([OH:9])=[O:8].I[C:17]1C=CC=C(C)C=1C(O)=O.FC1C=CC(I)=C(C=1)C(O)=O.